Dataset: Peptide-MHC class II binding affinity with 134,281 pairs from IEDB. Task: Regression. Given a peptide amino acid sequence and an MHC pseudo amino acid sequence, predict their binding affinity value. This is MHC class II binding data. The peptide sequence is MASRFMTDPHAMRDM. The MHC is DRB5_0101 with pseudo-sequence DRB5_0101. The binding affinity (normalized) is 0.218.